This data is from Full USPTO retrosynthesis dataset with 1.9M reactions from patents (1976-2016). The task is: Predict the reactants needed to synthesize the given product. Given the product [Br:14][C:9]1[CH:10]=[CH:11][CH:12]=[CH:13][C:8]=1[S:7][CH2:6][C:5]([OH:15])=[O:4], predict the reactants needed to synthesize it. The reactants are: [OH-].[Na+].C[O:4][C:5](=[O:15])[CH2:6][S:7][C:8]1[CH:13]=[CH:12][CH:11]=[CH:10][C:9]=1[Br:14].